Dataset: Catalyst prediction with 721,799 reactions and 888 catalyst types from USPTO. Task: Predict which catalyst facilitates the given reaction. (1) Reactant: [OH:1][C@H:2]1[CH2:19][N:5]2[C:6](=[O:18])[CH2:7][CH2:8][N:9]([C:11]([O:13][C:14]([CH3:17])([CH3:16])[CH3:15])=[O:12])[CH2:10][C@H:4]2[CH2:3]1.CC(C)([O-])C.[K+].Br[C:27]1[CH:32]=[N:31][C:30]([CH:33]2[CH2:35][CH2:34]2)=[CH:29][N:28]=1.CO. Product: [CH:33]1([C:30]2[N:31]=[CH:32][C:27]([O:1][C@H:2]3[CH2:19][N:5]4[C:6](=[O:18])[CH2:7][CH2:8][N:9]([C:11]([O:13][C:14]([CH3:15])([CH3:16])[CH3:17])=[O:12])[CH2:10][C@H:4]4[CH2:3]3)=[N:28][CH:29]=2)[CH2:35][CH2:34]1. The catalyst class is: 7. (2) Reactant: [Cl:1][C:2]1[CH:3]=[CH:4][C:5]2[N:11]3[C:12]([C:15]([F:18])([F:17])[F:16])=[N:13][N:14]=[C:10]3[C@@H:9]([CH2:19][C:20](O)=[O:21])[S:8][C@H:7]([C:23]3[CH:28]=[CH:27][CH:26]=[C:25]([O:29][CH3:30])[C:24]=3[O:31][CH3:32])[C:6]=2[CH:33]=1.Cl.C(N=C=NCCCN(C)C)C.Cl.[O:47]=[C:48]1[CH2:53][NH:52][CH2:51][CH2:50][N:49]1[CH2:54][CH2:55][C:56]([O:58][CH2:59][CH3:60])=[O:57].O.ON1C2C=CC=CC=2N=N1. Product: [Cl:1][C:2]1[CH:3]=[CH:4][C:5]2[N:11]3[C:12]([C:15]([F:18])([F:17])[F:16])=[N:13][N:14]=[C:10]3[C@@H:9]([CH2:19][C:20]([N:52]3[CH2:51][CH2:50][N:49]([CH2:54][CH2:55][C:56]([O:58][CH2:59][CH3:60])=[O:57])[C:48](=[O:47])[CH2:53]3)=[O:21])[S:8][C@H:7]([C:23]3[CH:28]=[CH:27][CH:26]=[C:25]([O:29][CH3:30])[C:24]=3[O:31][CH3:32])[C:6]=2[CH:33]=1. The catalyst class is: 347. (3) Reactant: Cl[C:2]1[C:7]([C:8]2[CH:13]=[CH:12][C:11]([C:14]([F:17])([F:16])[F:15])=[CH:10][CH:9]=2)=[N:6][CH:5]=[CH:4][N:3]=1.Cl[C:19]1[C:24](C2C=CC(Cl)=CC=2)=[N:23][CH:22]=[CH:21][N:20]=1.N1CCNCC1.O. Product: [F:15][C:14]([F:17])([F:16])[C:11]1[CH:12]=[CH:13][C:8]([C:7]2[C:2]([N:20]3[CH2:21][CH2:22][NH:23][CH2:24][CH2:19]3)=[N:3][CH:4]=[CH:5][N:6]=2)=[CH:9][CH:10]=1. The catalyst class is: 2. (4) Reactant: [H-].[Na+].[C:3]([C:6]1[CH:7]=[C:8]2[C:13](=[CH:14][CH:15]=1)[NH:12][C:11](=[O:16])[CH2:10][C:9]2([CH3:18])[CH3:17])(=[O:5])[CH3:4].I[CH2:20][CH2:21][CH2:22][CH2:23][CH2:24][CH2:25][CH3:26]. Product: [CH2:20]([N:12]1[C:13]2[C:8](=[CH:7][C:6]([C:3](=[O:5])[CH3:4])=[CH:15][CH:14]=2)[C:9]([CH3:18])([CH3:17])[CH2:10][C:11]1=[O:16])[CH2:21][CH2:22][CH2:23][CH2:24][CH2:25][CH3:26]. The catalyst class is: 3. (5) Reactant: [CH3:1][C:2]1([CH3:46])[C:10]2[C:5](=[CH:6][CH:7]=[CH:8][CH:9]=2)[N:4]([CH:11]2[CH2:16][CH2:15][N:14]([C:17](=[O:44])[C@@H:18]([NH:27][C:28]([N:30]3[CH2:34][CH2:33][C@H:32]([N:35](C)[C:36](=O)OC(C)(C)C)[CH2:31]3)=[O:29])[CH2:19][CH2:20][C:21]3[CH:26]=[CH:25][CH:24]=[CH:23][CH:22]=3)[CH2:13][CH2:12]2)[C:3]1=[O:45]. Product: [CH3:1][C:2]1([CH3:46])[C:10]2[C:5](=[CH:6][CH:7]=[CH:8][CH:9]=2)[N:4]([CH:11]2[CH2:16][CH2:15][N:14]([C:17](=[O:44])[C@@H:18]([NH:27][C:28]([N:30]3[CH2:34][CH2:33][C@H:32]([NH:35][CH3:36])[CH2:31]3)=[O:29])[CH2:19][CH2:20][C:21]3[CH:22]=[CH:23][CH:24]=[CH:25][CH:26]=3)[CH2:13][CH2:12]2)[C:3]1=[O:45]. The catalyst class is: 281. (6) Reactant: C([O:8][C:9]1[CH:10]=[C:11]([CH:15]([C:17]2[C:25]3[C:20](=[CH:21][CH:22]=[CH:23][CH:24]=3)[N:19]([CH:26]3[CH2:30][CH2:29][CH2:28][CH2:27]3)[N:18]=2)[OH:16])[CH:12]=[CH:13][CH:14]=1)C1C=CC=CC=1.C([O-])=O.[NH4+]. Product: [CH:26]1([N:19]2[C:20]3[C:25](=[CH:24][CH:23]=[CH:22][CH:21]=3)[C:17]([C:15]([C:11]3[CH:12]=[CH:13][CH:14]=[C:9]([OH:8])[CH:10]=3)=[O:16])=[N:18]2)[CH2:30][CH2:29][CH2:28][CH2:27]1. The catalyst class is: 63. (7) Reactant: [Br:1][C:2]1[CH:7]=[C:6]([N+:8]([O-:10])=[O:9])[CH:5]=[C:4]([C:11]([F:14])([F:13])[F:12])[C:3]=1[NH2:15].[CH:16]1([CH2:22][CH2:23][C:24](Cl)=[O:25])[CH2:21][CH2:20][CH2:19][CH2:18][CH2:17]1. Product: [Br:1][C:2]1[CH:7]=[C:6]([N+:8]([O-:10])=[O:9])[CH:5]=[C:4]([C:11]([F:14])([F:13])[F:12])[C:3]=1[NH:15][C:24](=[O:25])[CH2:23][CH2:22][CH:16]1[CH2:21][CH2:20][CH2:19][CH2:18][CH2:17]1. The catalyst class is: 10.